From a dataset of Catalyst prediction with 721,799 reactions and 888 catalyst types from USPTO. Predict which catalyst facilitates the given reaction. Reactant: [CH2:1]([N:3]1[CH2:8][CH2:7][N:6]([C:9]2[CH:14]=[CH:13][C:12]([NH:15][C:16]3[CH:21]=[C:20]([NH:22][CH3:23])[N:19]=[CH:18][N:17]=3)=[CH:11][CH:10]=2)[CH2:5][CH2:4]1)[CH3:2].[Cl:24][C:25]1[C:30]([C:31]([F:34])([F:33])[F:32])=[CH:29][CH:28]=[C:27]([Cl:35])[C:26]=1[N:36]=[C:37]=[O:38].C([O-])(O)=O.[Na+]. Product: [Cl:24][C:25]1[C:30]([C:31]([F:32])([F:34])[F:33])=[CH:29][CH:28]=[C:27]([Cl:35])[C:26]=1[NH:36][C:37](=[O:38])[N:22]([C:20]1[CH:21]=[C:16]([NH:15][C:12]2[CH:11]=[CH:10][C:9]([N:6]3[CH2:5][CH2:4][N:3]([CH2:1][CH3:2])[CH2:8][CH2:7]3)=[CH:14][CH:13]=2)[N:17]=[CH:18][N:19]=1)[CH3:23]. The catalyst class is: 308.